This data is from Forward reaction prediction with 1.9M reactions from USPTO patents (1976-2016). The task is: Predict the product of the given reaction. (1) Given the reactants [CH3:1][N:2]1[C:6]([S:7][CH3:8])=[CH:5][C:4]([C:9]([F:12])([F:11])[F:10])=[N:3]1.OO.[OH2:15].C(O)(=[O:18])C, predict the reaction product. The product is: [CH3:8][S:7]([C:6]1[N:2]([CH3:1])[N:3]=[C:4]([C:9]([F:12])([F:11])[F:10])[CH:5]=1)(=[O:18])=[O:15]. (2) Given the reactants [CH3:1][O:2][C:3]1[CH:8]=[CH:7][C:6]([CH2:9][CH2:10][CH2:11][CH:12](O)[C:13]#[CH:14])=[CH:5][CH:4]=1.C1C=CC(P(C2C=CC=CC=2)C2C=CC=CC=2)=CC=1.[C:35]1(=[O:45])[NH:39][C:38](=[O:40])[C:37]2=[CH:41][CH:42]=[CH:43][CH:44]=[C:36]12.CCOC(/N=N/C(OCC)=O)=O, predict the reaction product. The product is: [CH3:1][O:2][C:3]1[CH:8]=[CH:7][C:6]([CH2:9][CH2:10][CH2:11][CH:12]([N:39]2[C:35](=[O:45])[C:36]3[C:37](=[CH:41][CH:42]=[CH:43][CH:44]=3)[C:38]2=[O:40])[C:13]#[CH:14])=[CH:5][CH:4]=1. (3) Given the reactants C(Cl)(=O)C(Cl)=O.[CH3:7][C:8]1[C:12]([C:13]2[CH:21]=[CH:20][C:16]([C:17]([OH:19])=O)=[CH:15][C:14]=2[CH3:22])=[C:11]([CH3:23])[O:10][N:9]=1.O[N:25]=[C:26]([C:28]1[CH:33]=[CH:32][CH:31]=[CH:30][C:29]=1[O:34][CH3:35])[NH2:27].CCN(C(C)C)C(C)C, predict the reaction product. The product is: [CH3:7][C:8]1[C:12]([C:13]2[CH:21]=[CH:20][C:16]([C:17]3[O:19][N:27]=[C:26]([C:28]4[CH:33]=[CH:32][CH:31]=[CH:30][C:29]=4[O:34][CH3:35])[N:25]=3)=[CH:15][C:14]=2[CH3:22])=[C:11]([CH3:23])[O:10][N:9]=1.